This data is from Full USPTO retrosynthesis dataset with 1.9M reactions from patents (1976-2016). The task is: Predict the reactants needed to synthesize the given product. Given the product [CH3:41][N:42]([N:26]=[N:14][C:7]1[CH:6]=[C:5]([C:3]([O:2][CH3:1])=[O:4])[Se:9][C:8]=1[C:10]([O:12][CH3:13])=[O:11])[CH3:43], predict the reactants needed to synthesize it. The reactants are: [CH3:1][O:2][C:3]([C:5]1[Se:9][C:8]([C:10]([O:12][CH3:13])=[O:11])=[C:7]([N+:14]([O-])=O)[CH:6]=1)=[O:4].COC(C1[Se]C(C(OC)=O)=CC=1[NH2:26])=O.N([O-])=O.[Na+].C(=O)([O-])[O-].[K+].[K+].[CH3:41][NH:42][CH3:43].